Predict the product of the given reaction. From a dataset of Forward reaction prediction with 1.9M reactions from USPTO patents (1976-2016). (1) Given the reactants [C:1]([O:5][C:6]([N:8]1[CH2:13][CH2:12][C:11](=[C:14](Br)[C:15]2[CH:20]=[CH:19][CH:18]=[CH:17][CH:16]=2)[CH2:10][CH2:9]1)=[O:7])([CH3:4])([CH3:3])[CH3:2].C([Li])CCC.I[C:28]1[CH:33]=[N:32][CH:31]=[CH:30][N:29]=1, predict the reaction product. The product is: [C:1]([O:5][C:6]([N:8]1[CH2:13][CH2:12][C:11](=[C:14]([C:15]2[CH:20]=[CH:19][CH:18]=[CH:17][CH:16]=2)[C:28]2[CH:33]=[N:32][CH:31]=[CH:30][N:29]=2)[CH2:10][CH2:9]1)=[O:7])([CH3:4])([CH3:3])[CH3:2]. (2) Given the reactants [Cl:1][C:2]1[CH:18]=[CH:17][C:5]2[CH2:6][CH2:7][N:8]([C:11](=[O:16])[C:12]([F:15])([F:14])[F:13])[CH2:9][CH2:10][C:4]=2[C:3]=1OS(C(F)(F)F)(=O)=O.[NH2:27][CH2:28][C:29]1[CH:30]=[N:31][C:32]([CH2:35][O:36][CH:37]([CH3:39])[CH3:38])=[CH:33][CH:34]=1, predict the reaction product. The product is: [Cl:1][C:2]1[CH:18]=[CH:17][C:5]2[CH2:6][CH2:7][N:8]([C:11](=[O:16])[C:12]([F:15])([F:14])[F:13])[CH2:9][CH2:10][C:4]=2[C:3]=1[NH:27][CH2:28][C:29]1[CH:30]=[N:31][C:32]([CH2:35][O:36][CH:37]([CH3:39])[CH3:38])=[CH:33][CH:34]=1. (3) Given the reactants [F:1][C:2]1[CH:7]=[CH:6][CH:5]=[C:4]([F:8])[C:3]=1[N:9]1[CH2:13][CH2:12][C:11]([NH2:14])=[N:10]1.C(N(CC)CC)C.[Br:22][C:23]1[CH:31]=[CH:30][CH:29]=[CH:28][C:24]=1[C:25](Cl)=[O:26], predict the reaction product. The product is: [Br:22][C:23]1[CH:31]=[CH:30][CH:29]=[CH:28][C:24]=1[C:25]([NH:14][C:11]1[CH2:12][CH2:13][N:9]([C:3]2[C:2]([F:1])=[CH:7][CH:6]=[CH:5][C:4]=2[F:8])[N:10]=1)=[O:26]. (4) Given the reactants [CH3:1][C:2]1[C:6]([C:7](=[O:9])[CH3:8])=[C:5]([CH3:10])[O:4][N:3]=1.[Li]CCCC.[Br:16][C:17]1[C:18]([F:33])=[CH:19][C:20]([F:32])=[C:21](/[C:23](=[N:25]/[S@@:26]([C:28]([CH3:31])([CH3:30])[CH3:29])=[O:27])/[CH3:24])[CH:22]=1.O, predict the reaction product. The product is: [Br:16][C:17]1[C:18]([F:33])=[CH:19][C:20]([F:32])=[C:21]([C@@:23]([NH:25][S@@:26]([C:28]([CH3:30])([CH3:29])[CH3:31])=[O:27])([CH2:8][C:7]([C:6]2[C:2]([CH3:1])=[N:3][O:4][C:5]=2[CH3:10])=[O:9])[CH3:24])[CH:22]=1.